The task is: Binary Classification. Given a miRNA mature sequence and a target amino acid sequence, predict their likelihood of interaction.. This data is from Experimentally validated miRNA-target interactions with 360,000+ pairs, plus equal number of negative samples. (1) The miRNA is mmu-miR-669f-3p with sequence CAUAUACAUACACACACACGUAU. The protein sequence of the target gene is MPAAGSNEPDGVLSYQRPDEEAVVDQGGTSTILNIHYEKEELEGHRTLYVGVRMPLGRQSHRHHRTHGQKHRRRGRGKGASQGEEGLEALAHDTPSQRVQFILGTEEDEEHVPHELFTELDEICMKEGEDAEWKETARWLKFEEDVEDGGERWSKPYVATLSLHSLFELRSCLINGTVLLDMHANSIEEISDLILDQQELSSDLNDSMRVKVREALLKKHHHQNEKKRNNLIPIVRSFAEVGKKQSDPHLMDKHGQTVSPQSVPTTNLEVKNGVNCEHSPVDLSKVDLHFMKKIPTGAEA.... Result: 0 (no interaction). (2) The miRNA is rno-miR-126a-3p with sequence UCGUACCGUGAGUAAUAAUGCG. The protein sequence of the target gene is MKSCQKMEGKPENESEPKHEEEPKPEEKPEEEEKLEEEAKAKGTFRERLIQSLQEFKEDIHNRHLSNEDMFREVDEIDEIRRVRNKLIVMRWKVNRNHPYPYLM. Result: 0 (no interaction).